Dataset: Full USPTO retrosynthesis dataset with 1.9M reactions from patents (1976-2016). Task: Predict the reactants needed to synthesize the given product. (1) The reactants are: [F:1][C:2]([F:18])([F:17])[C:3]1[O:7][N:6]=[C:5]([C:8]2[CH:9]=[C:10]([CH:14]=[CH:15][CH:16]=2)[C:11]([OH:13])=O)[N:4]=1.Cl.[CH3:20][CH:21]1[CH2:26][NH:25][CH2:24][CH2:23][N:22]1[C:27]1[CH:34]=[CH:33][C:30]([C:31]#[N:32])=[CH:29][N:28]=1. Given the product [CH3:20][CH:21]1[CH2:26][N:25]([C:11](=[O:13])[C:10]2[CH:14]=[CH:15][CH:16]=[C:8]([C:5]3[N:4]=[C:3]([C:2]([F:1])([F:18])[F:17])[O:7][N:6]=3)[CH:9]=2)[CH2:24][CH2:23][N:22]1[C:27]1[CH:34]=[CH:33][C:30]([C:31]#[N:32])=[CH:29][N:28]=1, predict the reactants needed to synthesize it. (2) Given the product [CH2:1]([O:3][C:4](=[O:21])[C@H:5]([N:7]1[C:12]2[CH:13]=[C:14]([N+:17]([O-:19])=[O:18])[CH:15]=[CH:16][C:11]=2[O:10][CH2:9][C:8]1=[S:31])[CH3:6])[CH3:2], predict the reactants needed to synthesize it. The reactants are: [CH2:1]([O:3][C:4](=[O:21])[C@H:5]([N:7]1[C:12]2[CH:13]=[C:14]([N+:17]([O-:19])=[O:18])[CH:15]=[CH:16][C:11]=2[O:10][CH2:9][C:8]1=O)[CH3:6])[CH3:2].COC1C=CC(P2(SP(C3C=CC(OC)=CC=3)(=S)S2)=[S:31])=CC=1.